Dataset: Reaction yield outcomes from USPTO patents with 853,638 reactions. Task: Predict the reaction yield, written as a fraction of the theoretical maximum amount of product (1.0 means a 100% yield; for example, 0.34 means a 34% yield). (1) The reactants are Br[C:2]1[N:10]2[C:5]([C:6]([NH2:11])=[N:7][CH:8]=[N:9]2)=[CH:4][CH:3]=1.CC1(C)C(C)(C)OB([C:20]2[CH:25]=[CH:24][C:23]([N:26]3[CH2:31][CH2:30][N:29]([C:32]([O:34][C:35]([CH3:38])([CH3:37])[CH3:36])=[O:33])[CH2:28][CH2:27]3)=[CH:22][CH:21]=2)O1.ClCCl.C([O-])([O-])=O.[Na+].[Na+]. The catalyst is COCCOC.C1C=CC(P(C2C=CC=CC=2)[C-]2C=CC=C2)=CC=1.C1C=CC(P(C2C=CC=CC=2)[C-]2C=CC=C2)=CC=1.Cl[Pd]Cl.[Fe+2]. The product is [NH2:11][C:6]1[C:5]2=[CH:4][CH:3]=[C:2]([C:20]3[CH:21]=[CH:22][C:23]([N:26]4[CH2:27][CH2:28][N:29]([C:32]([O:34][C:35]([CH3:38])([CH3:37])[CH3:36])=[O:33])[CH2:30][CH2:31]4)=[CH:24][CH:25]=3)[N:10]2[N:9]=[CH:8][N:7]=1. The yield is 0.740. (2) The reactants are [CH2:1]([C:3]1[C:8]([OH:9])=[CH:7][C:6]([OH:10])=[CH:5][C:4]=1[CH2:11][C:12]([O:14][CH3:15])=[O:13])[CH3:2].[OH:16][C:17]1[CH:18]=[C:19]([CH:23]=[CH:24][C:25]=1[O:26][CH3:27])[C:20]([OH:22])=O. The yield is 0.650. The product is [CH2:1]([C:3]1[C:8]([OH:9])=[CH:7][C:6]([OH:10])=[C:5]([C:20](=[O:22])[C:19]2[CH:23]=[CH:24][C:25]([O:26][CH3:27])=[C:17]([OH:16])[CH:18]=2)[C:4]=1[CH2:11][C:12]([O:14][CH3:15])=[O:13])[CH3:2]. The catalyst is B(F)(F)F.CCOCC. (3) The reactants are [CH3:1][O:2][CH2:3][CH2:4][O:5][CH2:6][CH2:7][N:8]1[C:20]2[CH:19]=[CH:18][C:17]([CH:21]=O)=[CH:16][C:15]=2[C:14]2[C:9]1=[CH:10][CH:11]=[CH:12][CH:13]=2.[Cl-:23].[OH:24][CH2:25][CH2:26][N+:27]1[CH:32]=[CH:31][C:30]([CH3:33])=[CH:29][CH:28]=1.N1CCCCC1. The catalyst is C(O)C. The product is [Cl-:23].[OH:24][CH2:25][CH2:26][N+:27]1[CH:32]=[CH:31][C:30](/[CH:33]=[CH:21]/[C:17]2[CH:18]=[CH:19][C:20]3[N:8]([CH2:7][CH2:6][O:5][CH2:4][CH2:3][O:2][CH3:1])[C:9]4[C:14]([C:15]=3[CH:16]=2)=[CH:13][CH:12]=[CH:11][CH:10]=4)=[CH:29][CH:28]=1. The yield is 0.530. (4) The reactants are [Cl:1][C:2]1[N:7]=[C:6](Cl)[CH:5]=[CH:4][N:3]=1.[C:9]1(B(O)O)[CH:14]=[CH:13][CH:12]=[CH:11][CH:10]=1.C(=O)([O-])[O-].[K+].[K+].C(O)C.O. The catalyst is C1(C)C=CC=CC=1.C1C=CC([P]([Pd]([P](C2C=CC=CC=2)(C2C=CC=CC=2)C2C=CC=CC=2)([P](C2C=CC=CC=2)(C2C=CC=CC=2)C2C=CC=CC=2)[P](C2C=CC=CC=2)(C2C=CC=CC=2)C2C=CC=CC=2)(C2C=CC=CC=2)C2C=CC=CC=2)=CC=1. The product is [Cl:1][C:2]1[N:7]=[C:6]([C:9]2[CH:14]=[CH:13][CH:12]=[CH:11][CH:10]=2)[CH:5]=[CH:4][N:3]=1. The yield is 0.830.